From a dataset of Full USPTO retrosynthesis dataset with 1.9M reactions from patents (1976-2016). Predict the reactants needed to synthesize the given product. Given the product [CH2:1]([O:3][C:4]([C:6]1[C:7]([OH:14])=[N:8][N:9]([CH:11]([CH3:13])[CH3:12])[C:10]=1[Br:15])=[O:5])[CH3:2], predict the reactants needed to synthesize it. The reactants are: [CH2:1]([O:3][C:4]([C:6]1[C:7]([OH:14])=[N:8][N:9]([CH:11]([CH3:13])[CH3:12])[CH:10]=1)=[O:5])[CH3:2].[Br:15]N1C(=O)CCC1=O.